This data is from NCI-60 drug combinations with 297,098 pairs across 59 cell lines. The task is: Regression. Given two drug SMILES strings and cell line genomic features, predict the synergy score measuring deviation from expected non-interaction effect. (1) Drug 1: CC1C(C(CC(O1)OC2CC(OC(C2O)C)OC3=CC4=CC5=C(C(=O)C(C(C5)C(C(=O)C(C(C)O)O)OC)OC6CC(C(C(O6)C)O)OC7CC(C(C(O7)C)O)OC8CC(C(C(O8)C)O)(C)O)C(=C4C(=C3C)O)O)O)O. Drug 2: CC(C)CN1C=NC2=C1C3=CC=CC=C3N=C2N. Cell line: MDA-MB-231. Synergy scores: CSS=29.2, Synergy_ZIP=0.801, Synergy_Bliss=-0.543, Synergy_Loewe=-0.470, Synergy_HSA=-0.798. (2) Drug 1: CC1=CC=C(C=C1)C2=CC(=NN2C3=CC=C(C=C3)S(=O)(=O)N)C(F)(F)F. Drug 2: CC1=C(C(=O)C2=C(C1=O)N3CC4C(C3(C2COC(=O)N)OC)N4)N. Cell line: OVCAR3. Synergy scores: CSS=24.5, Synergy_ZIP=-9.70, Synergy_Bliss=-5.02, Synergy_Loewe=-28.9, Synergy_HSA=-2.43. (3) Synergy scores: CSS=55.0, Synergy_ZIP=0.168, Synergy_Bliss=2.59, Synergy_Loewe=-16.8, Synergy_HSA=3.29. Drug 2: CC=C1C(=O)NC(C(=O)OC2CC(=O)NC(C(=O)NC(CSSCCC=C2)C(=O)N1)C(C)C)C(C)C. Drug 1: CN1CCC(CC1)COC2=C(C=C3C(=C2)N=CN=C3NC4=C(C=C(C=C4)Br)F)OC. Cell line: K-562. (4) Drug 1: C1CCN(CC1)CCOC2=CC=C(C=C2)C(=O)C3=C(SC4=C3C=CC(=C4)O)C5=CC=C(C=C5)O. Drug 2: C(CC(=O)O)C(=O)CN.Cl. Cell line: OVCAR-8. Synergy scores: CSS=-2.90, Synergy_ZIP=2.82, Synergy_Bliss=2.22, Synergy_Loewe=1.34, Synergy_HSA=-0.0556. (5) Drug 1: C1CN1C2=NC(=NC(=N2)N3CC3)N4CC4. Drug 2: COC1=C2C(=CC3=C1OC=C3)C=CC(=O)O2. Cell line: HCT-15. Synergy scores: CSS=15.0, Synergy_ZIP=-0.306, Synergy_Bliss=-1.20, Synergy_Loewe=-23.1, Synergy_HSA=-2.90. (6) Drug 1: C1=CC(=CC=C1CCC2=CNC3=C2C(=O)NC(=N3)N)C(=O)NC(CCC(=O)O)C(=O)O. Drug 2: C1CN1P(=S)(N2CC2)N3CC3. Cell line: SK-MEL-5. Synergy scores: CSS=19.2, Synergy_ZIP=-6.42, Synergy_Bliss=-1.96, Synergy_Loewe=0.620, Synergy_HSA=0.656. (7) Drug 1: C1CCN(CC1)CCOC2=CC=C(C=C2)C(=O)C3=C(SC4=C3C=CC(=C4)O)C5=CC=C(C=C5)O. Drug 2: C1=CC(=CC=C1CC(C(=O)O)N)N(CCCl)CCCl.Cl. Cell line: NCI-H322M. Synergy scores: CSS=-0.344, Synergy_ZIP=2.35, Synergy_Bliss=0.884, Synergy_Loewe=-3.61, Synergy_HSA=-2.70.